From a dataset of Forward reaction prediction with 1.9M reactions from USPTO patents (1976-2016). Predict the product of the given reaction. (1) Given the reactants S[CH2:2][C@H:3]([NH:7][C@@H:8]([C:16]1[CH:21]=[CH:20][C:19]([F:22])=[CH:18][CH:17]=1)[C:9]([F:15])([F:14])[C:10]([F:13])([F:12])[F:11])[C:4](O)=[O:5].[OH-].[Na+].ClCC1C=CC=C[N:28]=1.Cl, predict the reaction product. The product is: [F:11][C:10]([F:13])([F:12])[C:9]([F:15])([F:14])[C@@H:8]([NH:7][C@H:3]([CH3:2])[C:4]([NH2:28])=[O:5])[C:16]1[CH:21]=[CH:20][C:19]([F:22])=[CH:18][CH:17]=1. (2) Given the reactants FC1C=CC=C(F)C=1C[NH2:5].C(N(CC)C(C)C)(C)C.C(N1C=CN=C1)(N1C=CN=C1)=O.C(N(CC)CC)C.[F:39][C:40]1[CH:69]=[C:68](OC)[CH:67]=[C:66]([F:72])[C:41]=1[CH2:42][N:43]1[C:48]2[N:49]=[CH:50][CH:51]=[CH:52][C:47]=2[S:46](=[O:54])(=[O:53])[N:45]([C:55]2[CH:60]=[CH:59][C:58]([O:61][CH3:62])=[C:57]([O:63][CH3:64])C=2)[C:44]1=[O:65], predict the reaction product. The product is: [F:39][C:40]1[CH:69]=[CH:68][CH:67]=[C:66]([F:72])[C:41]=1[CH2:42][N:43]1[C:48]2[N:49]=[CH:50][CH:51]=[CH:52][C:47]=2[S:46](=[O:53])(=[O:54])[N:45]([C:55]2[CH:60]=[CH:59][C:58]([O:61][CH3:62])=[C:57]([O:63][CH3:64])[N:5]=2)[C:44]1=[O:65]. (3) Given the reactants [H-].[Na+].[CH2:3]([OH:7])[CH2:4][CH2:5][OH:6].F[C:9]1[CH:18]=[C:17]2[C:12]([C:13]([OH:19])=[N:14][CH:15]=[N:16]2)=[CH:11][CH:10]=1, predict the reaction product. The product is: [OH:6][CH2:5][CH2:4][CH2:3][O:7][C:9]1[CH:18]=[C:17]2[C:12]([C:13]([OH:19])=[N:14][CH:15]=[N:16]2)=[CH:11][CH:10]=1. (4) Given the reactants [C:1]([N:5]1[C:13]2[CH:12]=[CH:11][N:10]=[C:9]([O:14][CH3:15])[C:8]=2[C:7]([C:16]2[CH:17]=[C:18]([C:21]([O:23]C)=[O:22])[S:19][CH:20]=2)=[N:6]1)([CH3:4])([CH3:3])[CH3:2].CO.[OH-].[Na+].Cl, predict the reaction product. The product is: [C:1]([N:5]1[C:13]2[CH:12]=[CH:11][N:10]=[C:9]([O:14][CH3:15])[C:8]=2[C:7]([C:16]2[CH:17]=[C:18]([C:21]([OH:23])=[O:22])[S:19][CH:20]=2)=[N:6]1)([CH3:4])([CH3:2])[CH3:3].